This data is from Reaction yield outcomes from USPTO patents with 853,638 reactions. The task is: Predict the reaction yield, written as a fraction of the theoretical maximum amount of product (1.0 means a 100% yield; for example, 0.34 means a 34% yield). (1) The reactants are Br[C:2]1[CH:3]=[N:4][CH:5]=[C:6]([Br:8])[CH:7]=1.C1(P(C2C=CC=CC=2)C2C3OC4C(=CC=CC=4P(C4C=CC=CC=4)C4C=CC=CC=4)C(C)(C)C=3C=CC=2)C=CC=CC=1.C(=O)([O-])[O-].[Cs+].[Cs+].[CH3:57][N:58]1[CH2:63][CH2:62][NH:61][CH2:60][CH2:59]1. The catalyst is O1CCOCC1.CCOC(C)=O.C1C=CC(/C=C/C(/C=C/C2C=CC=CC=2)=O)=CC=1.C1C=CC(/C=C/C(/C=C/C2C=CC=CC=2)=O)=CC=1.C1C=CC(/C=C/C(/C=C/C2C=CC=CC=2)=O)=CC=1.[Pd].[Pd]. The product is [Br:8][C:6]1[CH:7]=[C:2]([N:61]2[CH2:62][CH2:63][N:58]([CH3:57])[CH2:59][CH2:60]2)[CH:3]=[N:4][CH:5]=1. The yield is 0.390. (2) The reactants are [CH3:1][C:2]1[N:6]([CH2:7][CH2:8][CH2:9][C:10]2[CH:15]=[CH:14][C:13]([CH2:16][CH2:17][CH2:18][CH2:19][CH3:20])=[CH:12][CH:11]=2)[C:5]([C:21]2[CH:40]=[CH:39][C:24]([O:25][C@H:26]([CH2:32][C:33]3[CH:38]=[CH:37][CH:36]=[CH:35][CH:34]=3)[C:27]([O:29]CC)=[O:28])=[CH:23][CH:22]=2)=[CH:4][CH:3]=1.[OH-].[K+].Cl. The catalyst is C1COCC1.CO. The product is [CH3:1][C:2]1[N:6]([CH2:7][CH2:8][CH2:9][C:10]2[CH:15]=[CH:14][C:13]([CH2:16][CH2:17][CH2:18][CH2:19][CH3:20])=[CH:12][CH:11]=2)[C:5]([C:21]2[CH:22]=[CH:23][C:24]([O:25][C@H:26]([CH2:32][C:33]3[CH:38]=[CH:37][CH:36]=[CH:35][CH:34]=3)[C:27]([OH:29])=[O:28])=[CH:39][CH:40]=2)=[CH:4][CH:3]=1. The yield is 0.660. (3) The reactants are [CH:1]1([O:6][C:7](=[O:27])[C@@H:8]([NH:19][C:20]([O:22][C:23]([CH3:26])([CH3:25])[CH3:24])=[O:21])[CH2:9][CH2:10][O:11][Si](C(C)(C)C)(C)C)[CH2:5][CH2:4][CH2:3][CH2:2]1.C(OCC)(=O)C. The catalyst is C(O)(=O)C.C1COCC1.O. The product is [CH:1]1([O:6][C:7](=[O:27])[C@@H:8]([NH:19][C:20]([O:22][C:23]([CH3:25])([CH3:24])[CH3:26])=[O:21])[CH2:9][CH2:10][OH:11])[CH2:5][CH2:4][CH2:3][CH2:2]1. The yield is 0.950. (4) The reactants are C[O:2][C:3]([C:5]1[C:14]([NH:15][C:16]2[CH:21]=[CH:20][C:19]([Br:22])=[CH:18][C:17]=2[Cl:23])=[C:13]([Cl:24])[C:8]2[N:9]=[CH:10][N:11]([CH3:12])[C:7]=2[CH:6]=1)=[O:4].C1COCC1.O.[OH-].[Na+].Cl. The catalyst is O. The product is [Br:22][C:19]1[CH:20]=[CH:21][C:16]([NH:15][C:14]2[C:5]([C:3]([OH:4])=[O:2])=[CH:6][C:7]3[N:11]([CH3:12])[CH:10]=[N:9][C:8]=3[C:13]=2[Cl:24])=[C:17]([Cl:23])[CH:18]=1. The yield is 1.00. (5) The product is [CH2:13]([O:1][C:2]1[CH:7]=[C:6]([CH3:8])[CH:5]=[C:4]([O:9][CH2:10][C:3]2[CH:4]=[CH:5][CH:6]=[CH:7][CH:2]=2)[C:3]=1[C:10](=[O:12])[CH3:11])[C:14]1[CH:19]=[CH:18][CH:17]=[CH:16][CH:15]=1. The catalyst is CN(C)C=O.C(OCC)(=O)C. The yield is 0.400. The reactants are [OH:1][C:2]1[CH:7]=[C:6]([CH3:8])[CH:5]=[C:4]([OH:9])[C:3]=1[C:10](=[O:12])[CH3:11].[CH2:13](Br)[C:14]1[CH:19]=[CH:18][CH:17]=[CH:16][CH:15]=1.C(=O)([O-])[O-].[K+].[K+].O.